The task is: Predict which catalyst facilitates the given reaction.. This data is from Catalyst prediction with 721,799 reactions and 888 catalyst types from USPTO. (1) Reactant: Cl[C:2]1[CH:7]=[C:6]([N+:8]([O-:10])=[O:9])[CH:5]=[CH:4][N+:3]=1[O-:11].[N:12]1([CH2:17][CH2:18][NH2:19])[CH2:16][CH2:15][CH2:14][CH2:13]1. Product: [N+:8]([C:6]1[CH:5]=[CH:4][N+:3]([O-:11])=[C:2]([NH:19][CH2:18][CH2:17][N:12]2[CH2:16][CH2:15][CH2:14][CH2:13]2)[CH:7]=1)([O-:10])=[O:9]. The catalyst class is: 8. (2) Reactant: [C:1]([C:3]1[CH:11]=[CH:10][C:6]([C:7]([OH:9])=O)=[C:5]([F:12])[CH:4]=1)#[N:2].CN(C(ON1N=NC2C=CC=NC1=2)=[N+](C)C)C.F[P-](F)(F)(F)(F)F.[CH3:37][O:38][C:39]1[CH:44]=[C:43]([NH2:45])[CH:42]=[CH:41][N:40]=1.CCN(CC)CC. Product: [C:1]([C:3]1[CH:11]=[CH:10][C:6]([C:7]([NH:45][C:43]2[CH:42]=[CH:41][N:40]=[C:39]([O:38][CH3:37])[CH:44]=2)=[O:9])=[C:5]([F:12])[CH:4]=1)#[N:2]. The catalyst class is: 4. (3) Reactant: [CH:1]([C:4]1[CH:9]=[C:8]([CH:10]([CH3:12])[CH3:11])[CH:7]=[C:6]([CH:13]([CH3:15])[CH3:14])[C:5]=1[S:16]([O:19][C:20]1[C:25]([CH2:26][C:27]2[CH:32]=[CH:31][C:30]([CH2:33]Cl)=[CH:29][C:28]=2[O:35][CH3:36])=[C:24]([CH3:37])[N:23]=[C:22]([NH2:38])[N:21]=1)(=[O:18])=[O:17])([CH3:3])[CH3:2].[F:39][C:40]([F:52])([F:51])[CH2:41][NH:42][CH2:43][C:44]([O:46][C:47]([CH3:50])([CH3:49])[CH3:48])=[O:45].C(=O)([O-])[O-].[Na+].[Na+].[I-].[K+]. Product: [NH2:38][C:22]1[N:23]=[C:24]([CH3:37])[C:25]([CH2:26][C:27]2[CH:32]=[CH:31][C:30]([CH2:33][N:42]([CH2:41][C:40]([F:39])([F:51])[F:52])[CH2:43][C:44]([O:46][C:47]([CH3:50])([CH3:49])[CH3:48])=[O:45])=[CH:29][C:28]=2[O:35][CH3:36])=[C:20]([O:19][S:16]([C:5]2[C:4]([CH:1]([CH3:2])[CH3:3])=[CH:9][C:8]([CH:10]([CH3:11])[CH3:12])=[CH:7][C:6]=2[CH:13]([CH3:15])[CH3:14])(=[O:18])=[O:17])[N:21]=1. The catalyst class is: 47.